This data is from Full USPTO retrosynthesis dataset with 1.9M reactions from patents (1976-2016). The task is: Predict the reactants needed to synthesize the given product. Given the product [ClH:1].[CH2:2]([O:4][C:5]1[CH:6]=[C:7]([C@@H:13]2[C@H:18]([NH2:19])[CH2:17][CH2:16][S:15][CH2:14]2)[CH:8]=[CH:9][C:10]=1[O:11][CH3:12])[CH3:3], predict the reactants needed to synthesize it. The reactants are: [ClH:1].[CH2:2]([O:4][C:5]1[CH:6]=[C:7]([C@@H:13]2[C@H:18]([NH:19][C@@H](C3C=CC=CC=3)C)[CH2:17][CH2:16][S:15][CH2:14]2)[CH:8]=[CH:9][C:10]=1[O:11][CH3:12])[CH3:3].[H][H].